From a dataset of Catalyst prediction with 721,799 reactions and 888 catalyst types from USPTO. Predict which catalyst facilitates the given reaction. (1) Reactant: [N+:1]([C:4]1[C:9]2[N:10]=[C:11]([NH:13][CH:14]3[CH2:19][CH2:18][NH:17][CH2:16][CH2:15]3)[O:12][C:8]=2[CH:7]=[CH:6][CH:5]=1)([O-:3])=[O:2].[Cl:20][C:21]1[CH:28]=[CH:27][C:24]([CH:25]=O)=[CH:23][C:22]=1[O:29][CH2:30][CH3:31].C([BH3-])#N.[Na+].C(N(C(C)C)C(C)C)C. Product: [Cl:20][C:21]1[CH:28]=[CH:27][C:24]([CH2:25][N:17]2[CH2:18][CH2:19][CH:14]([NH:13][C:11]3[O:12][C:8]4[CH:7]=[CH:6][CH:5]=[C:4]([N+:1]([O-:3])=[O:2])[C:9]=4[N:10]=3)[CH2:15][CH2:16]2)=[CH:23][C:22]=1[O:29][CH2:30][CH3:31]. The catalyst class is: 212. (2) Reactant: [CH3:1][O:2][C:3](=[O:39])[CH2:4][CH:5]([OH:38])[CH2:6][CH:7]([OH:37])[CH:8]=[CH:9][C:10]1[N:11]([C:30]2[CH:35]=[CH:34][C:33]([F:36])=[CH:32][CH:31]=2)[N:12]=[C:13]([C:18](=[O:29])[N:19]([CH3:28])[CH2:20][C:21]2[CH:26]=[CH:25][CH:24]=[CH:23][C:22]=2[CH3:27])[C:14]=1[CH:15]([CH3:17])[CH3:16]. Product: [CH3:1][O:2][C:3](=[O:39])[CH2:4][CH:5]([OH:38])[CH2:6][CH:7]([OH:37])[CH2:8][CH2:9][C:10]1[N:11]([C:30]2[CH:31]=[CH:32][C:33]([F:36])=[CH:34][CH:35]=2)[N:12]=[C:13]([C:18](=[O:29])[N:19]([CH3:28])[CH2:20][C:21]2[CH:26]=[CH:25][CH:24]=[CH:23][C:22]=2[CH3:27])[C:14]=1[CH:15]([CH3:16])[CH3:17]. The catalyst class is: 19. (3) Reactant: [CH:1]1([C:4](=[O:13])[CH2:5][C:6](=O)[C:7]([O:9][CH2:10][CH3:11])=[O:8])[CH2:3][CH2:2]1.Cl.[NH2:15]O. Product: [CH:1]1([C:4]2[O:13][N:15]=[C:6]([C:7]([O:9][CH2:10][CH3:11])=[O:8])[CH:5]=2)[CH2:3][CH2:2]1. The catalyst class is: 14. (4) Reactant: [Cl:1][C:2]1[N:7]2[N:8]=[C:9]([CH3:11])[CH:10]=[C:6]2[N:5]=[C:4]([NH2:12])[CH:3]=1.[N:13]1[CH:18]=[CH:17][C:16]([CH:19]2[CH2:21][CH:20]2[C:22](Cl)=[O:23])=[CH:15][CH:14]=1.C([O-])(O)=O.[Na+]. Product: [Cl:1][C:2]1[N:7]2[N:8]=[C:9]([CH3:11])[CH:10]=[C:6]2[N:5]=[C:4]([NH:12][C:22]([C@@H:20]2[CH2:21][C@H:19]2[C:16]2[CH:15]=[CH:14][N:13]=[CH:18][CH:17]=2)=[O:23])[CH:3]=1. The catalyst class is: 17. (5) Reactant: [C:1]([CH:5]1[N:14]2[C:9](=[CH:10][C:11](=[O:20])[C:12]([C:15]([O:17][CH2:18][CH3:19])=[O:16])=[CH:13]2)[C:8]2[CH:21]=[C:22]([O:26][CH3:27])[C:23]([OH:25])=[CH:24][C:7]=2[CH2:6]1)([CH3:4])([CH3:3])[CH3:2].Cl[CH2:29][CH2:30][CH2:31][N:32]1[CH2:37][CH2:36][O:35][CH2:34][CH2:33]1.C([O-])([O-])=O.[K+].[K+]. Product: [C:1]([CH:5]1[N:14]2[C:9](=[CH:10][C:11](=[O:20])[C:12]([C:15]([O:17][CH2:18][CH3:19])=[O:16])=[CH:13]2)[C:8]2[CH:21]=[C:22]([O:26][CH3:27])[C:23]([O:25][CH2:29][CH2:30][CH2:31][N:32]3[CH2:37][CH2:36][O:35][CH2:34][CH2:33]3)=[CH:24][C:7]=2[CH2:6]1)([CH3:2])([CH3:3])[CH3:4]. The catalyst class is: 3. (6) Reactant: S(C)C.[CH:4]1([N:9]2[C:18]3[N:17]=[C:16]([NH:19][C:20]4[CH:29]=[CH:28][C:23]([C:24]([O:26][CH3:27])=[O:25])=[CH:22][C:21]=4[O:30][CH3:31])[N:15]=[CH:14][C:13]=3[N:12]([CH3:32])[C:11](=O)[C@H:10]2[CH:34]2[CH2:36][CH2:35]2)[CH2:8][CH2:7][CH2:6][CH2:5]1.Cl. Product: [CH:4]1([N:9]2[C:18]3[N:17]=[C:16]([NH:19][C:20]4[CH:29]=[CH:28][C:23]([C:24]([O:26][CH3:27])=[O:25])=[CH:22][C:21]=4[O:30][CH3:31])[N:15]=[CH:14][C:13]=3[N:12]([CH3:32])[CH2:11][C@H:10]2[CH:34]2[CH2:35][CH2:36]2)[CH2:8][CH2:7][CH2:6][CH2:5]1. The catalyst class is: 20. (7) Reactant: [N:1]1([C:15]([O:17][C:18]([CH3:21])([CH3:20])[CH3:19])=[O:16])[CH2:7][CH2:6][CH:5]([C:8]([O:10][C:11]([CH3:14])([CH3:13])[CH3:12])=[O:9])[NH:4][CH2:3][CH2:2]1.[C:22](Cl)(=[O:29])[C:23]1[CH:28]=[CH:27][CH:26]=[CH:25][CH:24]=1. Product: [C:22]([N:4]1[CH:5]([C:8]([O:10][C:11]([CH3:13])([CH3:14])[CH3:12])=[O:9])[CH2:6][CH2:7][N:1]([C:15]([O:17][C:18]([CH3:21])([CH3:20])[CH3:19])=[O:16])[CH2:2][CH2:3]1)(=[O:29])[C:23]1[CH:28]=[CH:27][CH:26]=[CH:25][CH:24]=1. The catalyst class is: 2. (8) Reactant: Br[C:2]1[CH:3]=[CH:4][C:5]([O:17][CH2:18][C:19]2[CH:24]=[CH:23][CH:22]=[CH:21][C:20]=2[O:25][CH3:26])=[C:6]([CH:16]=1)[C:7]([NH:9][C:10]1[CH:11]=[N:12][CH:13]=[CH:14][CH:15]=1)=[O:8].[CH3:27][N:28]1[CH:32]=[C:31](B2OC(C)(C)C(C)(C)O2)[CH:30]=[N:29]1.C(=O)([O-])[O-].[Na+].[Na+]. Product: [CH3:26][O:25][C:20]1[CH:21]=[CH:22][CH:23]=[CH:24][C:19]=1[CH2:18][O:17][C:5]1[CH:4]=[CH:3][C:2]([C:31]2[CH:30]=[N:29][N:28]([CH3:27])[CH:32]=2)=[CH:16][C:6]=1[C:7]([NH:9][C:10]1[CH:11]=[N:12][CH:13]=[CH:14][CH:15]=1)=[O:8]. The catalyst class is: 57.